From a dataset of Reaction yield outcomes from USPTO patents with 853,638 reactions. Predict the reaction yield, written as a fraction of the theoretical maximum amount of product (1.0 means a 100% yield; for example, 0.34 means a 34% yield). (1) The product is [I:1][C:2]1[CH:6]=[C:5]([CH:7]2[CH2:12][CH2:11][N:10]([CH2:17][CH2:18][O:19][CH3:20])[CH2:9][CH2:8]2)[N:4]([CH:13]([CH3:15])[CH3:14])[N:3]=1. The catalyst is CN(C)C=O. The yield is 0.810. The reactants are [I:1][C:2]1[CH:6]=[C:5]([CH:7]2[CH2:12][CH2:11][NH:10][CH2:9][CH2:8]2)[N:4]([CH:13]([CH3:15])[CH3:14])[N:3]=1.Br[CH2:17][CH2:18][O:19][CH3:20].C(=O)([O-])[O-].[Cs+].[Cs+].C(OCC)(=O)C. (2) The reactants are [NH2:1][C:2](C(Cl)(Cl)Cl)=[C:3]([C:15]#[N:16])[C:4]([NH:6][C:7]1[CH:8]=[N:9][CH:10]=[CH:11][C:12]=1[O:13][CH3:14])=O.[OH2:21].[NH2:22][NH2:23]. The catalyst is CN1CCCC1=O. The product is [NH2:1][C:2]1[C:3]([C:4]([NH:6][C:7]2[CH:8]=[N:9][CH:10]=[CH:11][C:12]=2[O:13][CH3:14])=[O:21])=[C:15]([NH2:16])[NH:23][N:22]=1. The yield is 0.980. (3) The catalyst is C1C=CC([P]([Pd]([P](C2C=CC=CC=2)(C2C=CC=CC=2)C2C=CC=CC=2)([P](C2C=CC=CC=2)(C2C=CC=CC=2)C2C=CC=CC=2)[P](C2C=CC=CC=2)(C2C=CC=CC=2)C2C=CC=CC=2)(C2C=CC=CC=2)C2C=CC=CC=2)=CC=1.O. The reactants are Br[C:2]1[CH:3]=[C:4]([C:8]2[N:13]([CH2:14][C:15]3[CH:20]=[CH:19][C:18]([CH3:21])=[CH:17][C:16]=3[CH3:22])[C:12](=[O:23])[C:11]([C:24]#[N:25])=[C:10]([C:26]([F:29])([F:28])[F:27])[CH:9]=2)[CH:5]=[CH:6][CH:7]=1.C([O-])([O-])=O.[K+].[K+].[NH2:36][C:37]([C:39]1[CH:44]=[CH:43][C:42](B(O)O)=[CH:41][CH:40]=1)=[O:38].COCCOC. The yield is 0.570. The product is [C:24]([C:11]1[C:12](=[O:23])[N:13]([CH2:14][C:15]2[CH:20]=[CH:19][C:18]([CH3:21])=[CH:17][C:16]=2[CH3:22])[C:8]([C:4]2[CH:3]=[C:2]([C:42]3[CH:43]=[CH:44][C:39]([C:37]([NH2:36])=[O:38])=[CH:40][CH:41]=3)[CH:7]=[CH:6][CH:5]=2)=[CH:9][C:10]=1[C:26]([F:27])([F:29])[F:28])#[N:25]. (4) The reactants are [CH2:1]([C:3]1[NH:4][C:5](=[O:27])[C:6]([CH2:12][C:13]2[CH:18]=[CH:17][C:16]([C:19]3[C:20]([C:25]#[N:26])=[CH:21][CH:22]=[CH:23][CH:24]=3)=[CH:15][CH:14]=2)=[C:7]([CH2:9][CH2:10][CH3:11])[N:8]=1)[CH3:2].[CH2:28]([O:30][C:31]1[CH:36]=[CH:35][C:34](B(O)O)=[CH:33][CH:32]=1)[CH3:29].N1C=CC=CC=1.C(N(CC)CC)C. The catalyst is C(OCC)(=O)C.C([O-])(=O)C.[Cu+2].C([O-])(=O)C.ClCCl. The product is [CH2:1]([C:3]1[N:4]([C:34]2[CH:35]=[CH:36][C:31]([O:30][CH2:28][CH3:29])=[CH:32][CH:33]=2)[C:5](=[O:27])[C:6]([CH2:12][C:13]2[CH:18]=[CH:17][C:16]([C:19]3[C:20]([C:25]#[N:26])=[CH:21][CH:22]=[CH:23][CH:24]=3)=[CH:15][CH:14]=2)=[C:7]([CH2:9][CH2:10][CH3:11])[N:8]=1)[CH3:2]. The yield is 1.00. (5) The product is [CH3:17][N:4]1[C:5]2[N:6]=[CH:7][N:8]([CH2:12][C:13]([F:16])([F:15])[F:14])[C:9](=[O:11])[C:10]=2[C:2]([C:20]2[CH:19]=[N:18][CH:23]=[CH:22][CH:21]=2)=[CH:3]1. The reactants are I[C:2]1[C:10]2[C:9](=[O:11])[N:8]([CH2:12][C:13]([F:16])([F:15])[F:14])[CH:7]=[N:6][C:5]=2[N:4]([CH3:17])[CH:3]=1.[N:18]1[CH:23]=[CH:22][CH:21]=[C:20](B(O)O)[CH:19]=1.C(=O)([O-])[O-].[Na+].[Na+]. The catalyst is O1CCOCC1.O.C1C=CC(P(C2C=CC=CC=2)[C-]2C=CC=C2)=CC=1.C1C=CC(P(C2C=CC=CC=2)[C-]2C=CC=C2)=CC=1.Cl[Pd]Cl.[Fe+2].C(Cl)Cl. The yield is 0.900. (6) The reactants are [O:1]1[CH:5]=[CH:4][C:3]([C:6]2[CH:7]=[C:8]([CH2:12][C:13]([OH:15])=O)[CH:9]=[CH:10][CH:11]=2)=[CH:2]1.CN(C=O)C.C(Cl)(=O)C(Cl)=O.[NH2:27][C:28]1[CH:37]=[CH:36][C:35]([Cl:38])=[CH:34][C:29]=1[C:30]([O:32][CH3:33])=[O:31]. The catalyst is C1COCC1.C(OCC)(=O)C.CC(N(C)C)=O. The product is [Cl:38][C:35]1[CH:36]=[CH:37][C:28]([NH:27][C:13](=[O:15])[CH2:12][C:8]2[CH:9]=[CH:10][CH:11]=[C:6]([C:3]3[CH:4]=[CH:5][O:1][CH:2]=3)[CH:7]=2)=[C:29]([CH:34]=1)[C:30]([O:32][CH3:33])=[O:31]. The yield is 0.890. (7) The reactants are [Cl:1][C:2]1[N:3]=[C:4]([C:9]([NH:11][C@H:12]2[CH2:17][CH2:16][N:15]([C:18]3[S:19][C:20]([C:25]([O:27][CH2:28][CH3:29])=[O:26])=[C:21]([CH2:23][OH:24])[N:22]=3)[CH2:14][C@H:13]2[O:30][CH3:31])=[O:10])[NH:5][C:6]=1[CH2:7][CH3:8].CC(OI1(OC(C)=O)(OC(C)=O)OC(=O)C2C=CC=CC1=2)=O.C(=O)(O)[O-].[Na+]. The catalyst is ClCCl. The product is [Cl:1][C:2]1[N:3]=[C:4]([C:9]([NH:11][C@H:12]2[CH2:17][CH2:16][N:15]([C:18]3[S:19][C:20]([C:25]([O:27][CH2:28][CH3:29])=[O:26])=[C:21]([CH:23]=[O:24])[N:22]=3)[CH2:14][C@H:13]2[O:30][CH3:31])=[O:10])[NH:5][C:6]=1[CH2:7][CH3:8]. The yield is 0.920. (8) The reactants are [F:1][C:2]1[C:3]([C:14]2[C:22]3[C:17](=[CH:18][CH:19]=[CH:20][C:21]=3[F:23])[N:16]([CH2:24][C:25]3[C:30]([C:31]([F:34])([F:33])[F:32])=[CH:29][CH:28]=[CH:27][C:26]=3[CH3:35])[N:15]=2)=[CH:4][C:5]([O:12]C)=[C:6]([CH:11]=1)[C:7]([O:9]C)=[O:8].B(Br)(Br)Br. The catalyst is C(Cl)Cl. The yield is 0.189. The product is [F:1][C:2]1[C:3]([C:14]2[C:22]3[C:17](=[CH:18][CH:19]=[CH:20][C:21]=3[F:23])[N:16]([CH2:24][C:25]3[C:30]([C:31]([F:32])([F:34])[F:33])=[CH:29][CH:28]=[CH:27][C:26]=3[CH3:35])[N:15]=2)=[CH:4][C:5]([OH:12])=[C:6]([CH:11]=1)[C:7]([OH:9])=[O:8]. (9) The reactants are [NH2:1][C:2]1[CH:3]=[C:4]2[C:20](=[O:21])[NH:19][N:18]=[CH:17][C:6]3=[C:7]([C:11]4[CH:16]=[CH:15][CH:14]=[CH:13][CH:12]=4)[NH:8][C:9]([CH:10]=1)=[C:5]23.[C:22]([N:41]1[CH:45]=[C:44]([CH2:46][CH2:47][C:48](O)=[O:49])[N:43]=[CH:42]1)([C:35]1[CH:40]=[CH:39][CH:38]=[CH:37][CH:36]=1)([C:29]1[CH:34]=[CH:33][CH:32]=[CH:31][CH:30]=1)[C:23]1[CH:28]=[CH:27][CH:26]=[CH:25][CH:24]=1.C(N(CC)CC)C.F[P-](F)(F)(F)(F)F.N1(OC(N(C)C)=[N+](C)C)C2N=CC=CC=2N=N1. The catalyst is C(Cl)Cl.CN(C)C=O.CO.CCCCCC. The product is [O:21]=[C:20]1[C:4]2[C:5]3[C:6](=[C:7]([C:11]4[CH:12]=[CH:13][CH:14]=[CH:15][CH:16]=4)[NH:8][C:9]=3[CH:10]=[C:2]([NH:1][C:48](=[O:49])[CH2:47][CH2:46][C:44]3[N:43]=[CH:42][N:41]([C:22]([C:35]4[CH:36]=[CH:37][CH:38]=[CH:39][CH:40]=4)([C:29]4[CH:30]=[CH:31][CH:32]=[CH:33][CH:34]=4)[C:23]4[CH:28]=[CH:27][CH:26]=[CH:25][CH:24]=4)[CH:45]=3)[CH:3]=2)[CH:17]=[N:18][NH:19]1. The yield is 0.620. (10) The reactants are [NH2:1][C:2]1[CH:7]=[CH:6][C:5]([OH:8])=[CH:4][C:3]=1[F:9].CC(C)([O-])C.[K+].Cl[C:17]1[CH:22]=[CH:21][N:20]=[C:19]2[CH:23]=[C:24]([C:26]3[N:31]=[CH:30][C:29]([CH2:32][N:33]([CH2:41][CH2:42][O:43][CH3:44])[C:34](=[O:40])[O:35][C:36]([CH3:39])([CH3:38])[CH3:37])=[CH:28][CH:27]=3)[S:25][C:18]=12.Cl. The catalyst is CS(C)=O.O.C(Cl)Cl.CCOC(C)=O. The product is [NH2:1][C:2]1[CH:7]=[CH:6][C:5]([O:8][C:17]2[CH:22]=[CH:21][N:20]=[C:19]3[CH:23]=[C:24]([C:26]4[N:31]=[CH:30][C:29]([CH2:32][N:33]([CH2:41][CH2:42][O:43][CH3:44])[C:34](=[O:40])[O:35][C:36]([CH3:37])([CH3:38])[CH3:39])=[CH:28][CH:27]=4)[S:25][C:18]=23)=[CH:4][C:3]=1[F:9]. The yield is 0.320.